This data is from Full USPTO retrosynthesis dataset with 1.9M reactions from patents (1976-2016). The task is: Predict the reactants needed to synthesize the given product. (1) Given the product [F:41][CH:2]([F:1])[C:3]1[C:7]([C:8]2[CH:13]=[CH:12][C:11]([NH:14][C:15]3[C:19]4[CH2:20][N:21]([C:24](=[O:26])[CH3:25])[CH2:22][CH2:23][C:18]=4[N:17]([CH:27]4[CH2:31][CH2:30][O:29][CH2:28]4)[N:16]=3)=[C:10]([F:32])[CH:9]=2)=[CH:6][NH:5][N:4]=1, predict the reactants needed to synthesize it. The reactants are: [F:1][CH:2]([F:41])[C:3]1[C:7]([C:8]2[CH:13]=[CH:12][C:11]([NH:14][C:15]3[C:19]4[CH2:20][N:21]([C:24](=[O:26])[CH3:25])[CH2:22][CH2:23][C:18]=4[N:17]([CH:27]4[CH2:31][CH2:30][O:29][CH2:28]4)[N:16]=3)=[C:10]([F:32])[CH:9]=2)=[CH:6][N:5](COCC[Si](C)(C)C)[N:4]=1.Cl.O1CCOCC1. (2) Given the product [Cl:1][C:2]1[CH:7]=[CH:6][C:5]([CH:8]([OH:9])[CH2:10][NH:12][CH3:11])=[CH:4][CH:3]=1, predict the reactants needed to synthesize it. The reactants are: [Cl:1][C:2]1[CH:7]=[CH:6][C:5]([CH:8]2[CH2:10][O:9]2)=[CH:4][CH:3]=1.[CH3:11][NH2:12].